This data is from Catalyst prediction with 721,799 reactions and 888 catalyst types from USPTO. The task is: Predict which catalyst facilitates the given reaction. (1) Reactant: [CH3:1][C:2]1[CH:3]=[C:4]([CH:19]=[CH:20][C:21]=1[CH:22]1[CH2:27][CH2:26][S:25][CH2:24][CH2:23]1)[O:5][CH2:6][C:7]1[CH:12]=[CH:11][C:10]([CH:13]2[CH2:18][CH2:17][NH:16][CH2:15][CH2:14]2)=[CH:9][CH:8]=1.[C:28]([O:32][C:33]([CH3:36])([CH3:35])[CH3:34])(=[O:31])[CH:29]=[CH2:30].CCN(C(C)C)C(C)C. Product: [C:33]([O:32][C:28](=[O:31])[CH2:29][CH2:30][N:16]1[CH2:15][CH2:14][CH:13]([C:10]2[CH:9]=[CH:8][C:7]([CH2:6][O:5][C:4]3[CH:19]=[CH:20][C:21]([CH:22]4[CH2:27][CH2:26][S:25][CH2:24][CH2:23]4)=[C:2]([CH3:1])[CH:3]=3)=[CH:12][CH:11]=2)[CH2:18][CH2:17]1)([CH3:36])([CH3:35])[CH3:34]. The catalyst class is: 5. (2) Reactant: C([N:8]1[CH2:13][CH2:12][N:11]([C:14]2[CH:15]=[C:16]([CH:20]3[N:24]([C:25]4[CH:30]=[CH:29][CH:28]=[CH:27][C:26]=4[Cl:31])[N:23]=[C:22]([C:32]([F:38])([F:37])[C:33]([F:36])([F:35])[F:34])[CH2:21]3)[CH:17]=[CH:18][CH:19]=2)[CH2:10][CH2:9]1)(OC(C)(C)C)=O.Cl. Product: [ClH:31].[Cl:31][C:26]1[CH:27]=[CH:28][CH:29]=[CH:30][C:25]=1[N:24]1[CH:20]([C:16]2[CH:17]=[CH:18][CH:19]=[C:14]([N:11]3[CH2:12][CH2:13][NH:8][CH2:9][CH2:10]3)[CH:15]=2)[CH2:21][C:22]([C:32]([F:38])([F:37])[C:33]([F:35])([F:36])[F:34])=[N:23]1. The catalyst class is: 13. (3) Product: [CH:21]1([CH:24]([C:2]2[CH:7]=[N:6][C:5]([O:8][CH3:9])=[CH:4][CH:3]=2)[OH:25])[CH2:23][CH2:22]1. The catalyst class is: 7. Reactant: Br[C:2]1[CH:3]=[CH:4][C:5]([O:8][CH3:9])=[N:6][CH:7]=1.C([Li])CCC.CCCCCC.[CH:21]1([CH:24]=[O:25])[CH2:23][CH2:22]1.